Dataset: NCI-60 drug combinations with 297,098 pairs across 59 cell lines. Task: Regression. Given two drug SMILES strings and cell line genomic features, predict the synergy score measuring deviation from expected non-interaction effect. Drug 1: CN(C(=O)NC(C=O)C(C(C(CO)O)O)O)N=O. Drug 2: COCCOC1=C(C=C2C(=C1)C(=NC=N2)NC3=CC=CC(=C3)C#C)OCCOC.Cl. Cell line: IGROV1. Synergy scores: CSS=9.89, Synergy_ZIP=0.153, Synergy_Bliss=3.07, Synergy_Loewe=-12.7, Synergy_HSA=2.24.